From a dataset of NCI-60 drug combinations with 297,098 pairs across 59 cell lines. Regression. Given two drug SMILES strings and cell line genomic features, predict the synergy score measuring deviation from expected non-interaction effect. (1) Drug 1: C1=C(C(=O)NC(=O)N1)F. Drug 2: C(CN)CNCCSP(=O)(O)O. Cell line: SN12C. Synergy scores: CSS=20.5, Synergy_ZIP=2.72, Synergy_Bliss=2.43, Synergy_Loewe=-8.62, Synergy_HSA=0.262. (2) Drug 1: C1=CC(=CC=C1CCCC(=O)O)N(CCCl)CCCl. Drug 2: CN(CC1=CN=C2C(=N1)C(=NC(=N2)N)N)C3=CC=C(C=C3)C(=O)NC(CCC(=O)O)C(=O)O. Cell line: OVCAR3. Synergy scores: CSS=41.1, Synergy_ZIP=-8.98, Synergy_Bliss=-5.40, Synergy_Loewe=-14.4, Synergy_HSA=-2.74. (3) Drug 1: C1=CC(=CC=C1CCCC(=O)O)N(CCCl)CCCl. Drug 2: CC(C)CN1C=NC2=C1C3=CC=CC=C3N=C2N. Cell line: UACC62. Synergy scores: CSS=23.4, Synergy_ZIP=-9.42, Synergy_Bliss=-6.03, Synergy_Loewe=-8.10, Synergy_HSA=-7.86. (4) Drug 1: CC1=C(C=C(C=C1)NC2=NC=CC(=N2)N(C)C3=CC4=NN(C(=C4C=C3)C)C)S(=O)(=O)N.Cl. Drug 2: CCC1(CC2CC(C3=C(CCN(C2)C1)C4=CC=CC=C4N3)(C5=C(C=C6C(=C5)C78CCN9C7C(C=CC9)(C(C(C8N6C)(C(=O)OC)O)OC(=O)C)CC)OC)C(=O)OC)O.OS(=O)(=O)O. Cell line: NCI-H460. Synergy scores: CSS=55.1, Synergy_ZIP=14.6, Synergy_Bliss=10.1, Synergy_Loewe=-29.5, Synergy_HSA=7.38. (5) Drug 2: CC1C(C(CC(O1)OC2CC(OC(C2O)C)OC3=CC4=CC5=C(C(=O)C(C(C5)C(C(=O)C(C(C)O)O)OC)OC6CC(C(C(O6)C)O)OC7CC(C(C(O7)C)O)OC8CC(C(C(O8)C)O)(C)O)C(=C4C(=C3C)O)O)O)O. Cell line: NCI-H322M. Synergy scores: CSS=-0.852, Synergy_ZIP=0.949, Synergy_Bliss=0.0222, Synergy_Loewe=-0.952, Synergy_HSA=-1.10. Drug 1: C1CCC(CC1)NC(=O)N(CCCl)N=O. (6) Drug 1: CC1=C(C=C(C=C1)NC(=O)C2=CC=C(C=C2)CN3CCN(CC3)C)NC4=NC=CC(=N4)C5=CN=CC=C5. Drug 2: CCN(CC)CCNC(=O)C1=C(NC(=C1C)C=C2C3=C(C=CC(=C3)F)NC2=O)C. Cell line: HCT116. Synergy scores: CSS=-0.653, Synergy_ZIP=4.69, Synergy_Bliss=2.19, Synergy_Loewe=-8.73, Synergy_HSA=-7.44. (7) Drug 1: CC1=C(C=C(C=C1)NC(=O)C2=CC=C(C=C2)CN3CCN(CC3)C)NC4=NC=CC(=N4)C5=CN=CC=C5. Drug 2: CN(CCCl)CCCl.Cl. Cell line: HOP-92. Synergy scores: CSS=21.5, Synergy_ZIP=0.150, Synergy_Bliss=0.673, Synergy_Loewe=-11.8, Synergy_HSA=-0.603. (8) Drug 1: CN1CCC(CC1)COC2=C(C=C3C(=C2)N=CN=C3NC4=C(C=C(C=C4)Br)F)OC. Drug 2: COC1=C(C=C2C(=C1)N=CN=C2NC3=CC(=C(C=C3)F)Cl)OCCCN4CCOCC4. Cell line: COLO 205. Synergy scores: CSS=2.72, Synergy_ZIP=5.83, Synergy_Bliss=8.76, Synergy_Loewe=-1.37, Synergy_HSA=1.70. (9) Drug 1: CN1C(=O)N2C=NC(=C2N=N1)C(=O)N. Cell line: A498. Drug 2: CC1=C2C(C(=O)C3(C(CC4C(C3C(C(C2(C)C)(CC1OC(=O)C(C(C5=CC=CC=C5)NC(=O)OC(C)(C)C)O)O)OC(=O)C6=CC=CC=C6)(CO4)OC(=O)C)O)C)O. Synergy scores: CSS=-1.48, Synergy_ZIP=4.94, Synergy_Bliss=8.36, Synergy_Loewe=-2.35, Synergy_HSA=-1.23.